This data is from Tyrosyl-DNA phosphodiesterase HTS with 341,365 compounds. The task is: Binary Classification. Given a drug SMILES string, predict its activity (active/inactive) in a high-throughput screening assay against a specified biological target. (1) The drug is FC(F)(F)Oc1ccc(C=2CC3N(C(CC3)C2C(OC)=O)C(=O)NCCO)cc1. The result is 0 (inactive). (2) The drug is S(=O)(=O)(N)c1cc(/N=N\c2c3c(c(N)c(OC)c2)cccc3)ccc1. The result is 0 (inactive).